This data is from Catalyst prediction with 721,799 reactions and 888 catalyst types from USPTO. The task is: Predict which catalyst facilitates the given reaction. (1) The catalyst class is: 36. Reactant: Br[C:2]1[CH:14]=[CH:13][C:5]2[S:6][C:7]([Si:9]([CH3:12])([CH3:11])[CH3:10])=[CH:8][C:4]=2[CH:3]=1.C([Li])CCC.CN([CH:23]=[O:24])C.[NH4+].[Cl-]. Product: [CH3:10][Si:9]([CH3:12])([CH3:11])[C:7]1[S:6][C:5]2[CH:13]=[CH:14][C:2]([CH:23]=[O:24])=[CH:3][C:4]=2[CH:8]=1. (2) Reactant: [NH:1]1[CH2:4][CH:3]([C:5]2[CH:10]=[CH:9][C:8]([C:11]3[CH2:15][C:14]([C:20]4[CH:25]=[C:24]([C:26]([F:29])([F:28])[F:27])[C:23]([Cl:30])=[C:22]([Cl:31])[CH:21]=4)([C:16]([F:19])([F:18])[F:17])[O:13][N:12]=3)=[CH:7][CH:6]=2)[CH2:2]1.C(N(CC)CC)C.[N:39]([CH3:42])=[C:40]=[O:41]. Product: [Cl:31][C:22]1[CH:21]=[C:20]([C:14]2([C:16]([F:17])([F:18])[F:19])[O:13][N:12]=[C:11]([C:8]3[CH:9]=[CH:10][C:5]([CH:3]4[CH2:4][N:1]([C:40]([NH:39][CH3:42])=[O:41])[CH2:2]4)=[CH:6][CH:7]=3)[CH2:15]2)[CH:25]=[C:24]([C:26]([F:29])([F:28])[F:27])[C:23]=1[Cl:30]. The catalyst class is: 3. (3) Reactant: Br[C:2]1[CH:3]=[C:4]2[C:8](=[CH:9][CH:10]=1)[N:7]([CH2:11][O:12][CH:13]([Si:15]([CH3:18])([CH3:17])[CH3:16])[CH3:14])[N:6]=[C:5]2[CH3:19].C([O-])(=O)C.[K+].[B:25]1([B:25]2[O:29][C:28]([CH3:31])([CH3:30])[C:27]([CH3:33])([CH3:32])[O:26]2)[O:29][C:28]([CH3:31])([CH3:30])[C:27]([CH3:33])([CH3:32])[O:26]1.C(OCC)(=O)C. Product: [CH3:19][C:5]1[C:4]2[C:8](=[CH:9][CH:10]=[C:2]([B:25]3[O:29][C:28]([CH3:31])([CH3:30])[C:27]([CH3:33])([CH3:32])[O:26]3)[CH:3]=2)[N:7]([CH2:11][O:12][CH:13]([Si:15]([CH3:18])([CH3:17])[CH3:16])[CH3:14])[N:6]=1. The catalyst class is: 418.